This data is from Catalyst prediction with 721,799 reactions and 888 catalyst types from USPTO. The task is: Predict which catalyst facilitates the given reaction. (1) Reactant: [Cl-].[CH2:2]([N+:4]1([CH2:9][O:10][CH3:11])[CH2:8][CH2:7][CH2:6][CH2:5]1)[CH3:3].[F:12][As-:13]([F:18])([F:17])([F:16])([F:15])[F:14].[Li+].C(Cl)(Cl)Cl. Product: [F:12][As-:13]([F:18])([F:17])([F:16])([F:15])[F:14].[CH2:2]([N+:4]1([CH2:9][O:10][CH3:11])[CH2:8][CH2:7][CH2:6][CH2:5]1)[CH3:3]. The catalyst class is: 6. (2) Reactant: [CH3:1][Mg+].[Br-].[F:4][C:5]1[CH:10]=[C:9]([C:11](N(C)OC)=[O:12])[CH:8]=[CH:7][N:6]=1. Product: [F:4][C:5]1[CH:10]=[C:9]([C:11](=[O:12])[CH3:1])[CH:8]=[CH:7][N:6]=1. The catalyst class is: 1. (3) Product: [CH3:18][C:19]1[C:24]2[NH:25][C:26]([CH:28]3[CH2:33][CH2:32][O:31][CH2:30][CH2:29]3)=[N:27][C:23]=2[CH:22]=[C:21]([O:34][C:35]2[N:36]=[CH:37][N:38]=[C:39]([N:14]3[CH2:13][CH2:12][C:5]4([O:4][C:3](=[O:17])[NH:2][C:7]5[N:8]=[CH:9][CH:10]=[CH:11][C:6]4=5)[CH2:16][CH2:15]3)[CH:40]=2)[CH:20]=1. The catalyst class is: 3. Reactant: Cl.[NH:2]1[C:7]2[N:8]=[CH:9][CH:10]=[CH:11][C:6]=2[C:5]2([CH2:16][CH2:15][NH:14][CH2:13][CH2:12]2)[O:4][C:3]1=[O:17].[CH3:18][C:19]1[C:24]2[NH:25][C:26]([CH:28]3[CH2:33][CH2:32][O:31][CH2:30][CH2:29]3)=[N:27][C:23]=2[CH:22]=[C:21]([O:34][C:35]2[CH:40]=[C:39](Cl)[N:38]=[CH:37][N:36]=2)[CH:20]=1.CCN(C(C)C)C(C)C.C([O-])(O)=O.[Na+]. (4) Reactant: [NH:1]1[C:9]2[C:4](=[CH:5][CH:6]=[CH:7][CH:8]=2)[CH2:3][C:2]1=[O:10].[C:11]1([S:17]([C:20]2[C:21]([CH2:28][CH2:29][C:30]([OH:32])=[O:31])=[C:22]([CH:26]=O)[NH:23][C:24]=2[CH3:25])(=[O:19])=[O:18])[CH:16]=[CH:15][CH:14]=[CH:13][CH:12]=1.CC(O/N=C(/C(NCC=O)=O)\C1N=C(N)SC=1)(C(O)=O)C.N1CCCCC1. Product: [C:11]1([S:17]([C:20]2[C:21]([CH2:28][CH2:29][C:30]([OH:32])=[O:31])=[C:22](/[CH:26]=[C:3]3\[C:2](=[O:10])[NH:1][C:9]4[C:4]\3=[CH:5][CH:6]=[CH:7][CH:8]=4)[NH:23][C:24]=2[CH3:25])(=[O:18])=[O:19])[CH:12]=[CH:13][CH:14]=[CH:15][CH:16]=1. The catalyst class is: 8. (5) Reactant: C[O:2][C:3]([C:5]1[C:14]([OH:15])=[C:13]2[C:8]([CH:9]=[CH:10][C:11](=[O:23])[N:12]2[CH2:16][C:17]2[CH:22]=[CH:21][CH:20]=[CH:19][CH:18]=2)=[CH:7][N:6]=1)=O.[CH3:24][NH2:25]. Product: [CH3:24][NH:25][C:3]([C:5]1[C:14]([OH:15])=[C:13]2[C:8]([CH:9]=[CH:10][C:11](=[O:23])[N:12]2[CH2:16][C:17]2[CH:22]=[CH:21][CH:20]=[CH:19][CH:18]=2)=[CH:7][N:6]=1)=[O:2]. The catalyst class is: 14. (6) Reactant: C([N:8]1[CH2:13][CH2:12][C:11]([C:14]2[CH:22]=[CH:21][C:17]([CH2:18][CH2:19][OH:20])=[CH:16][CH:15]=2)=[CH:10][CH2:9]1)C1C=CC=CC=1. Product: [NH:8]1[CH2:13][CH2:12][CH:11]([C:14]2[CH:22]=[CH:21][C:17]([CH2:18][CH2:19][OH:20])=[CH:16][CH:15]=2)[CH2:10][CH2:9]1. The catalyst class is: 178.